From a dataset of NCI-60 drug combinations with 297,098 pairs across 59 cell lines. Regression. Given two drug SMILES strings and cell line genomic features, predict the synergy score measuring deviation from expected non-interaction effect. Drug 1: CC1=CC2C(CCC3(C2CCC3(C(=O)C)OC(=O)C)C)C4(C1=CC(=O)CC4)C. Drug 2: C(CC(=O)O)C(=O)CN.Cl. Cell line: HCT-15. Synergy scores: CSS=-3.16, Synergy_ZIP=0.241, Synergy_Bliss=-2.56, Synergy_Loewe=-4.91, Synergy_HSA=-4.76.